This data is from Catalyst prediction with 721,799 reactions and 888 catalyst types from USPTO. The task is: Predict which catalyst facilitates the given reaction. (1) Reactant: Br[C:2]1[S:6][C:5]([C:7]2[CH:12]=[CH:11][C:10]([O:13][CH:14]([CH3:16])[CH3:15])=[C:9]([C:17]([F:20])([F:19])[F:18])[CH:8]=2)=[N:4][CH:3]=1.[CH2:21]([C:23]1[C:30](B2OC(C)(C)C(C)(C)O2)=[CH:29][CH:28]=[CH:27][C:24]=1[CH:25]=[O:26])[CH3:22].P([O-])([O-])([O-])=O.[K+].[K+].[K+]. Product: [CH2:21]([C:23]1[C:30]([C:2]2[S:6][C:5]([C:7]3[CH:12]=[CH:11][C:10]([O:13][CH:14]([CH3:16])[CH3:15])=[C:9]([C:17]([F:20])([F:19])[F:18])[CH:8]=3)=[N:4][CH:3]=2)=[CH:29][CH:28]=[CH:27][C:24]=1[CH:25]=[O:26])[CH3:22]. The catalyst class is: 108. (2) Reactant: [CH:1]1([CH2:4][O:5][C:6]2[CH:29]=[CH:28][C:9]3[C:10]([CH2:13][CH2:14][CH:15]4[CH2:20][CH2:19][N:18](C(OC(C)(C)C)=O)[CH2:17][CH2:16]4)=[N:11][O:12][C:8]=3[C:7]=2[CH2:30][OH:31])[CH2:3][CH2:2]1.FC(F)(F)C(O)=O.N. Product: [CH:1]1([CH2:4][O:5][C:6]2[CH:29]=[CH:28][C:9]3[C:10]([CH2:13][CH2:14][CH:15]4[CH2:20][CH2:19][NH:18][CH2:17][CH2:16]4)=[N:11][O:12][C:8]=3[C:7]=2[CH2:30][OH:31])[CH2:3][CH2:2]1. The catalyst class is: 2. (3) Reactant: C([O:4][C@H:5]1[C@H:10]([O:11]C(=O)C)[C@@H:9]([O:15]C(=O)C)[C@@H:8]([O:19][C@H:20]2[C@@H:25]([O:26][CH3:27])[C@@H:24]([NH:28][C:29]3[C:46](=[O:47])[C:45]4[CH:44]=[C:43]5[C:34]([C:35](=[O:63])[C@@:36]6([O:61][CH3:62])[C@@:41]([OH:49])([C:42]5=[O:48])[C:40]5[C:50]([OH:59])=[C:51]([C:55]([O:57][CH3:58])=[O:56])[C:52]([CH3:54])=[CH:53][C:39]=5[CH2:38][C@H:37]6[OH:60])=[C:33]([OH:64])[C:32]=4[C:31](=[O:65])[CH:30]=3)[O:23][C@@H:22]([CH3:66])[C@@H:21]2[O:67][CH3:68])[O:7][C@@H:6]1[CH2:69][O:70]C(=O)C)(=O)C.C(=O)([O-])[O-].[K+].[K+]. Product: [CH3:27][O:26][C@@H:25]1[C@H:20]([O:19][C@H:8]2[C@H:9]([OH:15])[C@@H:10]([OH:11])[C@H:5]([OH:4])[C@@H:6]([CH2:69][OH:70])[O:7]2)[C@@H:21]([O:67][CH3:68])[C@H:22]([CH3:66])[O:23][C@@H:24]1[NH:28][C:29]1[C:46](=[O:47])[C:45]2[CH:44]=[C:43]3[C:34]([C:35](=[O:63])[C@@:36]4([O:61][CH3:62])[C@@:41]([OH:49])([C:42]3=[O:48])[C:40]3[C:50]([OH:59])=[C:51]([C:55]([O:57][CH3:58])=[O:56])[C:52]([CH3:54])=[CH:53][C:39]=3[CH2:38][C@H:37]4[OH:60])=[C:33]([OH:64])[C:32]=2[C:31](=[O:65])[CH:30]=1. The catalyst class is: 5. (4) Reactant: [CH2:1]([CH2:8][C:9]([O:11]CC)=[O:10])[C:2]1[CH:7]=[CH:6][N:5]=[CH:4][CH:3]=1.[N:14]([C:17]1[CH:22]=[CH:21][CH:20]=[CH:19][C:18]=1[F:23])=[N+:15]=[N-:16].[O-]CC.[Na+].[OH-].[Na+]. Product: [F:23][C:18]1[CH:19]=[CH:20][CH:21]=[CH:22][C:17]=1[N:14]1[C:1]([C:2]2[CH:3]=[CH:4][N:5]=[CH:6][CH:7]=2)=[C:8]([C:9]([OH:11])=[O:10])[N:16]=[N:15]1. The catalyst class is: 88. (5) Reactant: [CH:1]([O:4][C:5](=[O:29])[NH:6][C@@H:7]1[CH2:28][C:10]2[N:11]([CH2:20][C:21]3[C:22]([NH2:27])=[N:23][CH:24]=[CH:25][CH:26]=3)[C:12]3[CH:13]=[CH:14][C:15]([C:18]#[N:19])=[CH:16][C:17]=3[C:9]=2[CH2:8]1)([CH3:3])[CH3:2].O.[C:31]([OH:35])(=[O:34])[CH:32]=O. Product: [C:18]([C:15]1[CH:14]=[CH:13][C:12]2[N:11]([CH2:20][C:21]3[C:22]([NH:27][CH2:32][C:31]([OH:35])=[O:34])=[N:23][CH:24]=[CH:25][CH:26]=3)[C:10]3[CH2:28][C@@H:7]([NH:6][C:5]([O:4][CH:1]([CH3:3])[CH3:2])=[O:29])[CH2:8][C:9]=3[C:17]=2[CH:16]=1)#[N:19]. The catalyst class is: 14.